From a dataset of Reaction yield outcomes from USPTO patents with 853,638 reactions. Predict the reaction yield, written as a fraction of the theoretical maximum amount of product (1.0 means a 100% yield; for example, 0.34 means a 34% yield). (1) The reactants are P(Br)(Br)[Br:2].[CH2:5]([O:7][C:8]([C:10]1[CH:11]=[N:12][C:13]2[C:18]([C:19]=1O)=[CH:17][C:16]([O:21][CH3:22])=[CH:15][CH:14]=2)=[O:9])[CH3:6]. The catalyst is CN(C=O)C. The product is [CH2:5]([O:7][C:8]([C:10]1[CH:11]=[N:12][C:13]2[C:18]([C:19]=1[Br:2])=[CH:17][C:16]([O:21][CH3:22])=[CH:15][CH:14]=2)=[O:9])[CH3:6]. The yield is 0.780. (2) The catalyst is C(O)(=O)C. The reactants are [CH:1](=O)[C:2]1[C:3](=[CH:5][CH:6]=[CH:7][CH:8]=1)[OH:4].[Cl:10][C:11]1[CH:24]=[C:23]([Cl:25])[CH:22]=[CH:21][C:12]=1[CH2:13][S:14]([CH2:17][C:18](O)=[O:19])(=[O:16])=[O:15]. The yield is 0.860. The product is [Cl:10][C:11]1[CH:24]=[C:23]([Cl:25])[CH:22]=[CH:21][C:12]=1[CH2:13][S:14]([C:17]1[C:18](=[O:19])[O:4][C:3]2[C:2]([CH:1]=1)=[CH:8][CH:7]=[CH:6][CH:5]=2)(=[O:15])=[O:16]. (3) The reactants are [Cl:1][C:2]1[N:7]=[C:6](I)[N:5]=[C:4]([N:9]2[CH2:14][CH2:13][O:12][CH2:11][CH2:10]2)[CH:3]=1.Cl.[S:16]1[CH:20]=[CH:19][N:18]=[C:17]1[CH2:21][CH2:22][NH2:23].CC(C)([O-])C.[Na+]. The catalyst is C1(C)C=CC=CC=1.C([O-])(=O)C.[Pd+2].C([O-])(=O)C.C1(P(C2C=CC=CC=2)C2C=CC3C(=CC=CC=3)C=2C2C3C(=CC=CC=3)C=CC=2P(C2C=CC=CC=2)C2C=CC=CC=2)C=CC=CC=1. The product is [Cl:1][C:2]1[CH:3]=[C:4]([N:9]2[CH2:14][CH2:13][O:12][CH2:11][CH2:10]2)[N:5]=[C:6]([NH:23][CH2:22][CH2:21][C:17]2[S:16][CH:20]=[CH:19][N:18]=2)[N:7]=1. The yield is 0.480. (4) The reactants are [CH:1]1([N:7]2[C:12]([OH:13])=[C:11]([C:14]([NH:16][CH2:17][C:18]([O:20]CC)=[O:19])=[O:15])[C:10](=[O:23])[NH:9][C:8]2=[O:24])[CH2:6][CH2:5][CH2:4][CH2:3][CH2:2]1.C(=O)([O-])[O-].[K+].[K+].[CH3:31][O:32][C:33]1[CH:34]=[C:35]([CH:38]=[C:39]([O:41][CH3:42])[CH:40]=1)[CH2:36]Br.Cl. The catalyst is CC(N(C)C)=O. The product is [CH3:42][O:41][C:39]1[CH:38]=[C:35]([CH2:36][N:9]2[C:10](=[O:23])[C:11]([C:14]([NH:16][CH2:17][C:18]([OH:20])=[O:19])=[O:15])=[C:12]([OH:13])[N:7]([CH:1]3[CH2:2][CH2:3][CH2:4][CH2:5][CH2:6]3)[C:8]2=[O:24])[CH:34]=[C:33]([O:32][CH3:31])[CH:40]=1. The yield is 0.410. (5) The reactants are [CH3:1][Si:2]([C:5]#[CH:6])([CH3:4])[CH3:3].Br[C:8]1[C:9]([NH2:15])=[N:10][CH:11]=[C:12]([Br:14])[N:13]=1.C(N(CC)CC)C. The catalyst is CN(C=O)C.C(OCC)(=O)C.O.[Cu]I.C1C=CC([P]([Pd]([P](C2C=CC=CC=2)(C2C=CC=CC=2)C2C=CC=CC=2)([P](C2C=CC=CC=2)(C2C=CC=CC=2)C2C=CC=CC=2)[P](C2C=CC=CC=2)(C2C=CC=CC=2)C2C=CC=CC=2)(C2C=CC=CC=2)C2C=CC=CC=2)=CC=1. The product is [Br:14][C:12]1[N:13]=[C:8]([C:6]#[C:5][Si:2]([CH3:4])([CH3:3])[CH3:1])[C:9]([NH2:15])=[N:10][CH:11]=1. The yield is 0.750. (6) The reactants are [CH3:1][C:2]1[N:3]=[C:4]([N:7]2[CH2:12][CH2:11][NH:10][CH2:9][CH2:8]2)[S:5][CH:6]=1.[F:13][C:14]([F:30])([F:29])[C:15]1[O:19][N:18]=[C:17]([C:20]2[CH:21]=[C:22]([CH:26]=[CH:27][CH:28]=2)[C:23](O)=[O:24])[N:16]=1. No catalyst specified. The product is [CH3:1][C:2]1[N:3]=[C:4]([N:7]2[CH2:12][CH2:11][N:10]([C:23]([C:22]3[CH:26]=[CH:27][CH:28]=[C:20]([C:17]4[N:16]=[C:15]([C:14]([F:29])([F:13])[F:30])[O:19][N:18]=4)[CH:21]=3)=[O:24])[CH2:9][CH2:8]2)[S:5][CH:6]=1. The yield is 0.390. (7) The reactants are [C:1]([O:5][C:6]([N:8]([CH2:20][C:21]1[CH:32]=[C:31]([O:33][CH3:34])[CH:30]=[CH:29][C:22]=1[CH:23]=[CH:24][C:25]([O:27][CH3:28])=[O:26])[CH2:9][C:10]1[CH:15]=[CH:14][C:13]([C:16]([F:19])([F:18])[F:17])=[CH:12][CH:11]=1)=[O:7])([CH3:4])([CH3:3])[CH3:2]. The catalyst is CO.[Pd]. The product is [C:1]([O:5][C:6]([N:8]([CH2:20][C:21]1[CH:32]=[C:31]([O:33][CH3:34])[CH:30]=[CH:29][C:22]=1[CH2:23][CH2:24][C:25]([O:27][CH3:28])=[O:26])[CH2:9][C:10]1[CH:11]=[CH:12][C:13]([C:16]([F:17])([F:18])[F:19])=[CH:14][CH:15]=1)=[O:7])([CH3:3])([CH3:4])[CH3:2]. The yield is 0.980.